This data is from Full USPTO retrosynthesis dataset with 1.9M reactions from patents (1976-2016). The task is: Predict the reactants needed to synthesize the given product. (1) Given the product [Cl:25][C:22]1[CH:23]=[CH:24][C:19]([C:18]([C:13]2[C:12]([C:7]3[C:8]([CH3:11])=[N:9][O:10][C:6]=3[CH2:5][OH:4])=[CH:16][N:15]([CH3:17])[N:14]=2)=[O:26])=[CH:20][CH:21]=1, predict the reactants needed to synthesize it. The reactants are: C([O:4][CH2:5][C:6]1[O:10][N:9]=[C:8]([CH3:11])[C:7]=1[C:12]1[C:13]([C:18](=[O:26])[C:19]2[CH:24]=[CH:23][C:22]([Cl:25])=[CH:21][CH:20]=2)=[N:14][N:15]([CH3:17])[CH:16]=1)(=O)C.[OH-].[Na+].C(Cl)Cl. (2) Given the product [CH:1]1([N:6]2[C:14]3[C:9](=[CH:10][CH:11]=[CH:12][C:13]=3[C:15]([F:18])([F:16])[F:17])[C:8]([C:19]3[CH:24]=[CH:23][C:22]([OH:25])=[CH:21][C:20]=3[OH:27])=[N:7]2)[CH2:5][CH2:4][CH2:3][CH2:2]1, predict the reactants needed to synthesize it. The reactants are: [CH:1]1([N:6]2[C:14]3[C:9](=[CH:10][CH:11]=[CH:12][C:13]=3[C:15]([F:18])([F:17])[F:16])[C:8]([C:19]3[CH:24]=[CH:23][C:22]([O:25]C)=[CH:21][C:20]=3[O:27]C)=[N:7]2)[CH2:5][CH2:4][CH2:3][CH2:2]1.B(Br)(Br)Br.C1CCCCC=1. (3) Given the product [CH:29]1([C:27]([N:24]2[CH2:25][CH2:26][CH:22]([CH2:21][N:20]3[C:19](=[O:32])[C:18]4([CH2:33][CH2:34][N:35]([CH3:38])[CH2:36][CH2:37]4)[N:17]=[CH:16]3)[CH2:23]2)=[O:28])[CH2:30][CH2:31]1, predict the reactants needed to synthesize it. The reactants are: N1C2C(=CC(C3C=CC([C:16]4[N:20]([CH2:21][C@@H:22]5[CH2:26][CH2:25][N:24]([C:27]([CH:29]6[CH2:31][CH2:30]6)=[O:28])[CH2:23]5)[C:19](=[O:32])[C:18]5([CH2:37][CH2:36][N:35]([CH2:38]C6C=CC=CC=6)[CH2:34][CH2:33]5)[N:17]=4)=CC=3)=CC=2)C=C1. (4) Given the product [Br:1][C:2]1[CH:7]=[C:6]([N:8]2[CH2:13][CH2:12][O:11][CH2:10][CH2:9]2)[CH:5]=[C:4]([C:14]([F:15])([F:16])[F:17])[C:3]=1[NH:18][C:27](=[O:28])[CH2:26][C:23]1[CH:24]=[CH:25][C:20]([F:19])=[CH:21][CH:22]=1, predict the reactants needed to synthesize it. The reactants are: [Br:1][C:2]1[CH:7]=[C:6]([N:8]2[CH2:13][CH2:12][O:11][CH2:10][CH2:9]2)[CH:5]=[C:4]([C:14]([F:17])([F:16])[F:15])[C:3]=1[NH2:18].[F:19][C:20]1[CH:25]=[CH:24][C:23]([CH2:26][C:27](Cl)=[O:28])=[CH:22][CH:21]=1.O.